Dataset: Full USPTO retrosynthesis dataset with 1.9M reactions from patents (1976-2016). Task: Predict the reactants needed to synthesize the given product. (1) Given the product [CH2:1]([O:3][C:4](=[O:22])[C:5]1[CH:10]=[CH:9][C:8]([NH:11][C:12]2[C:13]3[N:14]([CH:19]=[CH:20][N:21]=3)[CH:15]=[C:16]([C:33]3[CH:32]=[CH:31][CH:30]=[C:29]([NH2:28])[CH:34]=3)[N:17]=2)=[CH:7][CH:6]=1)[CH3:2], predict the reactants needed to synthesize it. The reactants are: [CH2:1]([O:3][C:4](=[O:22])[C:5]1[CH:10]=[CH:9][C:8]([NH:11][C:12]2[C:13]3[N:14]([CH:19]=[CH:20][N:21]=3)[CH:15]=[C:16](Br)[N:17]=2)=[CH:7][CH:6]=1)[CH3:2].S(O)(O)(=O)=O.[NH2:28][C:29]1[CH:30]=[C:31](B(O)O)[CH:32]=[CH:33][CH:34]=1.[NH2:28][C:29]1[CH:34]=[C:33](B(O)O)[CH:32]=[CH:31][CH:30]=1.C(=O)([O-])[O-].[Na+].[Na+].C(COC)OC. (2) Given the product [Cl:38][C:34]1[CH:33]=[C:32]([CH:37]=[CH:36][CH:35]=1)[CH2:31][NH:30][C:26]1[N:25]=[C:24]([C:21]2[N:17]3[CH:18]=[CH:19][N:20]=[C:15]([NH:14][CH:11]4[CH2:10][CH2:9][CH:8]([NH2:7])[CH2:13][CH2:12]4)[C:16]3=[N:23][CH:22]=2)[CH:29]=[CH:28][N:27]=1, predict the reactants needed to synthesize it. The reactants are: C(OC(=O)[NH:7][CH:8]1[CH2:13][CH2:12][CH:11]([NH:14][C:15]2[C:16]3[N:17]([C:21]([C:24]4[CH:29]=[CH:28][N:27]=[C:26]([NH:30][CH2:31][C:32]5[CH:37]=[CH:36][CH:35]=[C:34]([Cl:38])[CH:33]=5)[N:25]=4)=[CH:22][N:23]=3)[CH:18]=[CH:19][N:20]=2)[CH2:10][CH2:9]1)(C)(C)C.Cl. (3) The reactants are: C(OC([N:8]1[CH2:13][CH:12]=[C:11]([C:14]2[N:15]=[N:16][C:17]([CH2:22][C:23]3[CH:28]=[CH:27][CH:26]=[CH:25][CH:24]=3)=[C:18]([CH3:21])[C:19]=2[CH3:20])[CH2:10][CH2:9]1)=O)(C)(C)C.C(O)(C(F)(F)F)=O. Given the product [CH2:22]([C:17]1[N:16]=[N:15][C:14]([C:11]2[CH2:12][CH2:13][NH:8][CH2:9][CH:10]=2)=[C:19]([CH3:20])[C:18]=1[CH3:21])[C:23]1[CH:28]=[CH:27][CH:26]=[CH:25][CH:24]=1, predict the reactants needed to synthesize it. (4) Given the product [CH3:20][C:21]1[CH:26]=[C:25]([CH3:27])[N:24]=[C:23]([N:28]2[CH2:29][CH2:30][CH:31]([NH:34][CH2:17][CH:15]([OH:16])[CH2:14][O:13][C:10]3[CH:9]=[CH:8][C:7]([OH:6])=[CH:12][CH:11]=3)[CH2:32][CH2:33]2)[N:22]=1, predict the reactants needed to synthesize it. The reactants are: C([Si](C)(C)[O:6][C:7]1[CH:12]=[CH:11][C:10]([O:13][CH2:14][CH:15]2[CH2:17][O:16]2)=[CH:9][CH:8]=1)(C)(C)C.[CH3:20][C:21]1[CH:26]=[C:25]([CH3:27])[N:24]=[C:23]([N:28]2[CH2:33][CH2:32][CH:31]([NH2:34])[CH2:30][CH2:29]2)[N:22]=1. (5) Given the product [CH3:20][C:10]1[CH:15]=[CH:14][C:13]([S:16]([O:1][CH2:2][C:3]([CH2:4][CH3:5])([CH2:8][O:9][S:16]([C:13]2[CH:14]=[CH:15][C:10]([CH3:20])=[CH:11][CH:12]=2)(=[O:18])=[O:17])[CH2:6][O:7][S:16]([C:13]2[CH:14]=[CH:15][C:10]([CH3:20])=[CH:11][CH:12]=2)(=[O:18])=[O:17])(=[O:18])=[O:17])=[CH:12][CH:11]=1, predict the reactants needed to synthesize it. The reactants are: [OH:1][CH2:2][C:3]([CH2:8][OH:9])([CH2:6][OH:7])[CH2:4][CH3:5].[C:10]1([CH3:20])[CH:15]=[CH:14][C:13]([S:16](Cl)(=[O:18])=[O:17])=[CH:12][CH:11]=1.II.[O-][Mn](=O)(=O)=O.[K+].Cl. (6) Given the product [CH:7]1([S:13][C:15]2[CH:22]=[CH:21][CH:20]=[CH:19][C:16]=2[CH:17]=[O:18])[CH2:12][CH2:11][CH2:10][CH2:9][CH2:8]1, predict the reactants needed to synthesize it. The reactants are: C([O-])([O-])=O.[K+].[K+].[CH:7]1([SH:13])[CH2:12][CH2:11][CH2:10][CH2:9][CH2:8]1.F[C:15]1[CH:22]=[CH:21][CH:20]=[CH:19][C:16]=1[CH:17]=[O:18]. (7) The reactants are: [Br:1][C:2]1[N:6]([C:7]([CH3:10])([CH3:9])[CH3:8])[N:5]=[CH:4][C:3]=1[C:11]([NH2:13])=O.COC1C=CC(P2(SP(C3C=CC(OC)=CC=3)(=S)S2)=[S:23])=CC=1. Given the product [Br:1][C:2]1[N:6]([C:7]([CH3:10])([CH3:9])[CH3:8])[N:5]=[CH:4][C:3]=1[C:11](=[S:23])[NH2:13], predict the reactants needed to synthesize it. (8) The reactants are: [Li]CCCC.C(NC(C)C)(C)C.[Br:13][C:14]1[CH:18]=[CH:17][S:16][C:15]=1[Cl:19].CN([CH:23]=[O:24])C. Given the product [Br:13][C:14]1[CH:18]=[C:17]([CH:23]=[O:24])[S:16][C:15]=1[Cl:19], predict the reactants needed to synthesize it. (9) Given the product [Br:18][C:13]1[CH:12]=[CH:11][C:10]2[N:9]([CH2:19][CH:20]([OH:24])[CH2:21][NH:22][C:26]3[CH:31]=[CH:30][CH:29]=[CH:28][N:27]=3)[C:8]3[C:16]([C:15]=2[CH:14]=1)=[CH:17][C:5]([Br:4])=[CH:6][CH:7]=3, predict the reactants needed to synthesize it. The reactants are: O[Li].O.[Br:4][C:5]1[CH:6]=[CH:7][C:8]2[N:9]([CH2:19][CH:20]3[O:24]C(=O)[N:22]([C:26]4[CH:31]=[CH:30][CH:29]=[CH:28][N:27]=4)[CH2:21]3)[C:10]3[C:15]([C:16]=2[CH:17]=1)=[CH:14][C:13]([Br:18])=[CH:12][CH:11]=3.C1COCC1.